Dataset: Full USPTO retrosynthesis dataset with 1.9M reactions from patents (1976-2016). Task: Predict the reactants needed to synthesize the given product. (1) Given the product [Cl:19][CH2:18][C@@H:20]([OH:22])[CH2:21][N:8]([CH2:1][C:2]1[CH:7]=[CH:6][CH:5]=[CH:4][CH:3]=1)[CH2:9][C:10]1[CH:15]=[CH:14][CH:13]=[CH:12][CH:11]=1, predict the reactants needed to synthesize it. The reactants are: [CH2:1]([NH:8][CH2:9][C:10]1[CH:15]=[CH:14][CH:13]=[CH:12][CH:11]=1)[C:2]1[CH:7]=[CH:6][CH:5]=[CH:4][CH:3]=1.[Br-].[Li+].[CH2:18]([C@H:20]1[O:22][CH2:21]1)[Cl:19]. (2) Given the product [ClH:33].[OH:1][CH2:2][CH:3]([N:6]1[CH2:11][CH2:10][C:9]2=[N:12][N:13]([C:16]3[S:20][C:19]([C:21]4[CH:22]=[CH:23][C:24]([O:29][CH:30]([CH3:32])[CH3:31])=[C:25]([CH:28]=4)[C:26]#[N:27])=[N:18][N:17]=3)[C:14]([CH3:15])=[C:8]2[CH2:7]1)[CH2:4][OH:5], predict the reactants needed to synthesize it. The reactants are: [OH:1][CH2:2][CH:3]([N:6]1[CH2:11][CH2:10][C:9]2=[N:12][N:13]([C:16]3[S:20][C:19]([C:21]4[CH:22]=[CH:23][C:24]([O:29][CH:30]([CH3:32])[CH3:31])=[C:25]([CH:28]=4)[C:26]#[N:27])=[N:18][N:17]=3)[C:14]([CH3:15])=[C:8]2[CH2:7]1)[CH2:4][OH:5].[ClH:33].CCOCC. (3) Given the product [Cl:8][C:6]1[C:5]([C:9]([F:12])([F:11])[F:10])=[CH:4][N:3]=[C:2]([N:18]2[CH2:17][C@H:16]([CH3:20])[NH:15][C@H:14]([CH3:13])[CH2:19]2)[CH:7]=1, predict the reactants needed to synthesize it. The reactants are: Cl[C:2]1[CH:7]=[C:6]([Cl:8])[C:5]([C:9]([F:12])([F:11])[F:10])=[CH:4][N:3]=1.[CH3:13][CH:14]1[CH2:19][NH:18][CH2:17][CH:16]([CH3:20])[NH:15]1.C([O-])([O-])=O.[K+].[K+]. (4) Given the product [N:22]1[CH:27]=[CH:26][CH:25]=[N:24][C:23]=1[N:28]1[CH2:33][CH2:32][N:31]([CH2:2][C:3]([NH:5][C:6]2[CH:19]=[CH:18][C:9]3[O:10][C:11]4[CH2:17][CH2:16][CH2:15][CH2:14][CH2:13][C:12]=4[C:8]=3[CH:7]=2)=[O:4])[CH2:30][CH2:29]1, predict the reactants needed to synthesize it. The reactants are: Cl[CH2:2][C:3]([NH:5][C:6]1[CH:19]=[CH:18][C:9]2[O:10][C:11]3[CH2:17][CH2:16][CH2:15][CH2:14][CH2:13][C:12]=3[C:8]=2[CH:7]=1)=[O:4].Cl.Cl.[N:22]1[CH:27]=[CH:26][CH:25]=[N:24][C:23]=1[N:28]1[CH2:33][CH2:32][NH:31][CH2:30][CH2:29]1.C(=O)([O-])[O-].[Cs+].[Cs+].